Task: Regression. Given two drug SMILES strings and cell line genomic features, predict the synergy score measuring deviation from expected non-interaction effect.. Dataset: NCI-60 drug combinations with 297,098 pairs across 59 cell lines Drug 1: CC1C(C(=O)NC(C(=O)N2CCCC2C(=O)N(CC(=O)N(C(C(=O)O1)C(C)C)C)C)C(C)C)NC(=O)C3=C4C(=C(C=C3)C)OC5=C(C(=O)C(=C(C5=N4)C(=O)NC6C(OC(=O)C(N(C(=O)CN(C(=O)C7CCCN7C(=O)C(NC6=O)C(C)C)C)C)C(C)C)C)N)C. Drug 2: CCC1=C2CN3C(=CC4=C(C3=O)COC(=O)C4(CC)O)C2=NC5=C1C=C(C=C5)O. Cell line: HCC-2998. Synergy scores: CSS=40.5, Synergy_ZIP=0.0143, Synergy_Bliss=2.81, Synergy_Loewe=1.95, Synergy_HSA=8.10.